This data is from Full USPTO retrosynthesis dataset with 1.9M reactions from patents (1976-2016). The task is: Predict the reactants needed to synthesize the given product. (1) Given the product [Br:5][C:6]1[CH:11]=[CH:10][C:9](/[CH:12]=[C:13](\[CH2:18][NH:30][S:27]([C:24]2[CH:25]=[CH:26][C:21]([CH3:20])=[CH:22][CH:23]=2)(=[O:28])=[O:29])/[C:14]([O:16][CH3:17])=[O:15])=[CH:8][CH:7]=1, predict the reactants needed to synthesize it. The reactants are: C(Cl)(=O)C.[Br:5][C:6]1[CH:11]=[CH:10][C:9]([CH:12](O)[C:13](=[CH2:18])[C:14]([O:16][CH3:17])=[O:15])=[CH:8][CH:7]=1.[CH3:20][C:21]1[CH:26]=[CH:25][C:24]([S:27]([NH2:30])(=[O:29])=[O:28])=[CH:23][CH:22]=1.C([O-])([O-])=O.[K+].[K+]. (2) Given the product [C:17]([C:12]1[CH:13]=[C:14]2[C:9](=[C:10]([F:21])[CH:11]=1)[C:8](=[O:22])[N:7]([CH2:6][C:5]1[C:23]([F:25])=[CH:24][C:2]([C:39]3[CH:38]=[CH:37][N:36]=[C:35]([O:34][CH3:33])[CH:40]=3)=[CH:3][C:4]=1[F:26])[N:16]=[CH:15]2)([CH3:20])([CH3:18])[CH3:19], predict the reactants needed to synthesize it. The reactants are: Br[C:2]1[CH:24]=[C:23]([F:25])[C:5]([CH2:6][N:7]2[N:16]=[CH:15][C:14]3[C:9](=[C:10]([F:21])[CH:11]=[C:12]([C:17]([CH3:20])([CH3:19])[CH3:18])[CH:13]=3)[C:8]2=[O:22])=[C:4]([F:26])[CH:3]=1.C([O-])([O-])=O.[Na+].[Na+].[CH3:33][O:34][C:35]1[CH:40]=[C:39](B(O)O)[CH:38]=[CH:37][N:36]=1. (3) The reactants are: [CH2:1]([N:3]1[CH:7]=[C:6]([NH:8][C:9]2[N:14]=[CH:13][C:12]([OH:15])=[CH:11][N:10]=2)[CH:5]=[N:4]1)[CH3:2].Br[CH2:17][C:18]1[CH:19]=[C:20]([CH:25]=[C:26]([O:29][CH3:30])[C:27]=1[F:28])[C:21]([O:23][CH3:24])=[O:22].C([O-])([O-])=O.[K+].[K+]. Given the product [CH2:1]([N:3]1[CH:7]=[C:6]([NH:8][C:9]2[N:10]=[CH:11][C:12]([O:15][CH2:17][C:18]3[CH:19]=[C:20]([CH:25]=[C:26]([O:29][CH3:30])[C:27]=3[F:28])[C:21]([O:23][CH3:24])=[O:22])=[CH:13][N:14]=2)[CH:5]=[N:4]1)[CH3:2], predict the reactants needed to synthesize it. (4) Given the product [CH2:1]([O:8][C:9]1[CH:14]=[CH:13][C:12]([CH2:15][CH2:16][N:17]([CH2:18][C:19]2[CH:24]=[CH:23][C:22]([C:25]([CH3:26])([CH3:28])[CH3:27])=[CH:21][CH:20]=2)[C:37](=[O:38])[C:36]2[CH:40]=[C:41]([C:43]([F:44])([F:45])[F:46])[CH:42]=[C:34]([Cl:33])[C:35]=2[F:47])=[CH:11][C:10]=1[C:29]([CH3:32])([CH3:31])[CH3:30])[C:2]1[CH:3]=[CH:4][CH:5]=[CH:6][CH:7]=1, predict the reactants needed to synthesize it. The reactants are: [CH2:1]([O:8][C:9]1[CH:14]=[CH:13][C:12]([CH2:15][CH2:16][NH:17][CH2:18][C:19]2[CH:24]=[CH:23][C:22]([C:25]([CH3:28])([CH3:27])[CH3:26])=[CH:21][CH:20]=2)=[CH:11][C:10]=1[C:29]([CH3:32])([CH3:31])[CH3:30])[C:2]1[CH:7]=[CH:6][CH:5]=[CH:4][CH:3]=1.[Cl:33][C:34]1[C:35]([F:47])=[C:36]([CH:40]=[C:41]([C:43]([F:46])([F:45])[F:44])[CH:42]=1)[C:37](O)=[O:38]. (5) Given the product [Cl:1][C:2]1[CH:3]=[C:4]([CH:18]=[CH:19][C:20]=1[Cl:21])[CH2:5][NH:6][C:7]1[C:8]([CH3:17])=[CH:9][C:10]2[N:11]([C:13]([C:29]#[C:28][C:22]3[CH:27]=[CH:26][CH:25]=[CH:24][CH:23]=3)=[CH:14][N:15]=2)[N:12]=1, predict the reactants needed to synthesize it. The reactants are: [Cl:1][C:2]1[CH:3]=[C:4]([CH:18]=[CH:19][C:20]=1[Cl:21])[CH2:5][NH:6][C:7]1[C:8]([CH3:17])=[CH:9][C:10]2[N:11]([C:13](I)=[CH:14][N:15]=2)[N:12]=1.[C:22]1([C:28]#[CH:29])[CH:27]=[CH:26][CH:25]=[CH:24][CH:23]=1.[I-].C(N(CC)CC)C. (6) Given the product [NH2:2][CH2:1][C:3]1[CH:18]=[CH:17][C:6]([C:7]([NH:9][CH:10]2[CH2:16][CH2:15][CH2:14][CH2:13][CH2:12][CH2:11]2)=[O:8])=[CH:5][C:4]=1[F:19], predict the reactants needed to synthesize it. The reactants are: [C:1]([C:3]1[CH:18]=[CH:17][C:6]([C:7]([NH:9][CH:10]2[CH2:16][CH2:15][CH2:14][CH2:13][CH2:12][CH2:11]2)=[O:8])=[CH:5][C:4]=1[F:19])#[N:2].CC1C=C2N=C3C(=NC(NC3=O)=O)N(C[C@H](O)[C@H](O)[C@H](O)CO)C2=CC=1C.C(O)C.[H][H]. (7) Given the product [ClH:15].[Cl:15][C:16]1[CH:17]=[C:18]2[C:23](=[CH:24][CH:25]=1)[CH:22]=[C:21]([S:26]([N:29]1[CH2:30][CH2:31][N:32]([C:10]([C:2]3[S:3][C:4]4[CH:5]=[N:6][CH:7]=[CH:8][C:9]=4[N:1]=3)=[O:12])[CH2:33][CH2:34]1)(=[O:27])=[O:28])[CH:20]=[CH:19]2, predict the reactants needed to synthesize it. The reactants are: [N:1]1[C:9]2[CH:8]=[CH:7][N:6]=[CH:5][C:4]=2[S:3][C:2]=1[C:10]([O-:12])=O.[Na+].Cl.[Cl:15][C:16]1[CH:17]=[C:18]2[C:23](=[CH:24][CH:25]=1)[CH:22]=[C:21]([S:26]([N:29]1[CH2:34][CH2:33][NH:32][CH2:31][CH2:30]1)(=[O:28])=[O:27])[CH:20]=[CH:19]2.